From a dataset of Forward reaction prediction with 1.9M reactions from USPTO patents (1976-2016). Predict the product of the given reaction. The product is: [CH2:1]([O:3][C:4](=[O:27])[CH2:5][N:6]1[C:14]2[C:9](=[CH:10][CH:11]=[CH:12][CH:13]=2)[C:8]2([C:17]3[CH:22]=[C:21]([F:23])[C:20]([F:24])=[CH:19][C:18]=3[O:25][CH2:15]2)[C:7]1=[O:26])[CH3:2]. Given the reactants [CH2:1]([O:3][C:4](=[O:27])[CH2:5][N:6]1[C:14]2[C:9](=[CH:10][CH:11]=[CH:12][CH:13]=2)[C:8]([C:17]2[CH:22]=[C:21]([F:23])[C:20]([F:24])=[CH:19][C:18]=2[OH:25])([CH2:15]O)[C:7]1=[O:26])[CH3:2].ClC1C=CC(Cl)=C2C=1C(C1C(O)=CC3OCOC=3C=1)(CO)C(=O)N2CCCCC, predict the reaction product.